Dataset: Full USPTO retrosynthesis dataset with 1.9M reactions from patents (1976-2016). Task: Predict the reactants needed to synthesize the given product. (1) The reactants are: [CH2:1]([O:5][C:6]1[C:15]2[C:10](=[CH:11][CH:12]=[C:13]([C:16]3[S:17][CH:18]=[C:19]([CH3:21])[N:20]=3)[CH:14]=2)[C:9](=[O:22])[N:8]([CH2:23][CH:24]([CH3:26])[CH3:25])[C:7]=1[CH2:27][NH:28]C(=O)OC(C)(C)C)[CH2:2][CH2:3][CH3:4].[ClH:36]. Given the product [ClH:36].[ClH:36].[NH2:28][CH2:27][C:7]1[N:8]([CH2:23][CH:24]([CH3:25])[CH3:26])[C:9](=[O:22])[C:10]2[C:15]([C:6]=1[O:5][CH2:1][CH2:2][CH2:3][CH3:4])=[CH:14][C:13]([C:16]1[S:17][CH:18]=[C:19]([CH3:21])[N:20]=1)=[CH:12][CH:11]=2, predict the reactants needed to synthesize it. (2) Given the product [CH:1]([C:4]1[CH:9]=[CH:8][C:7]([S:10][CH2:12][C:13]2[CH:14]=[CH:15][C:16]([CH2:19][C:20]([OH:22])=[O:21])=[CH:17][CH:18]=2)=[CH:6][CH:5]=1)([CH3:3])[CH3:2], predict the reactants needed to synthesize it. The reactants are: [CH:1]([C:4]1[CH:9]=[CH:8][C:7]([SH:10])=[CH:6][CH:5]=1)([CH3:3])[CH3:2].Br[CH2:12][C:13]1[CH:18]=[CH:17][C:16]([CH2:19][C:20]([OH:22])=[O:21])=[CH:15][CH:14]=1. (3) Given the product [C:5]([NH:4][CH2:3][CH2:1][OH:2])(=[O:23])[CH2:6][CH2:7][CH2:8][CH2:9][CH2:10][CH2:11][CH2:12][CH2:13][CH2:14][CH2:15][CH2:16][CH2:17][CH2:18][CH2:19][CH2:20][CH2:21][CH3:22], predict the reactants needed to synthesize it. The reactants are: [CH2:1]([CH2:3][NH2:4])[OH:2].[C:5](OC=C)(=[O:23])[CH2:6][CH2:7][CH2:8][CH2:9][CH2:10][CH2:11][CH2:12][CH2:13][CH2:14][CH2:15][CH2:16][CH2:17][CH2:18][CH2:19][CH2:20][CH2:21][CH3:22].C[O-].[Na+]. (4) The reactants are: [Cl:1][C:2]1[CH:3]=[C:4]2[C:9](=[CH:10][C:11]=1[Cl:12])[N:8]=[C:7]([O:13][CH3:14])[C:6]([NH:15][C:16](=[O:20])OCC)=[N:5]2.[CH3:21][O:22][C:23]1[CH:24]=[C:25]([N:29]2[CH2:34][CH2:33][NH:32][CH2:31][CH2:30]2)[CH:26]=[CH:27][CH:28]=1.C1CCN2C(=NCCC2)CC1. Given the product [Cl:1][C:2]1[CH:3]=[C:4]2[C:9](=[CH:10][C:11]=1[Cl:12])[N:8]=[C:7]([O:13][CH3:14])[C:6]([NH:15][C:16]([N:32]1[CH2:31][CH2:30][N:29]([C:25]3[CH:26]=[CH:27][CH:28]=[C:23]([O:22][CH3:21])[CH:24]=3)[CH2:34][CH2:33]1)=[O:20])=[N:5]2, predict the reactants needed to synthesize it.